This data is from Forward reaction prediction with 1.9M reactions from USPTO patents (1976-2016). The task is: Predict the product of the given reaction. (1) The product is: [NH2:1][C:2]1[N:3]=[C:4]([O:10][C:11]2[CH:12]=[C:13]3[C:17](=[CH:18][CH:19]=2)[NH:16][CH:15]=[CH:14]3)[CH:5]=[C:6]([Cl:8])[N:7]=1. Given the reactants [NH2:1][C:2]1[N:7]=[C:6]([Cl:8])[CH:5]=[C:4](Cl)[N:3]=1.[OH:10][C:11]1[CH:12]=[C:13]2[C:17](=[CH:18][CH:19]=1)[NH:16][CH:15]=[CH:14]2.[OH-].[Na+].CCOC(C)=O.CCCCCC, predict the reaction product. (2) Given the reactants [Cl:1][C:2]1[C:6]([C:7]([NH:9][CH2:10][CH3:11])=[O:8])=[CH:5][NH:4][C:3]=1[C:12]([O:14]C)=O.[OH-].[Li+].CN(C(ON1N=NC2C=CC=NC1=2)=[N+](C)C)C.F[P-](F)(F)(F)(F)F.CCN(C(C)C)C(C)C.[NH2:51][CH2:52][C:53]1[C:54]([F:70])=[C:55]([O:60][C:61]2[CH:62]=[C:63]([CH:66]=[C:67]([Cl:69])[CH:68]=2)[C:64]#[N:65])[C:56]([Cl:59])=[CH:57][CH:58]=1, predict the reaction product. The product is: [Cl:1][C:2]1[C:6]([C:7]([NH:9][CH2:10][CH3:11])=[O:8])=[CH:5][NH:4][C:3]=1[C:12]([NH:51][CH2:52][C:53]1[CH:58]=[CH:57][C:56]([Cl:59])=[C:55]([O:60][C:61]2[CH:62]=[C:63]([C:64]#[N:65])[CH:66]=[C:67]([Cl:69])[CH:68]=2)[C:54]=1[F:70])=[O:14]. (3) Given the reactants [Cl:1][C:2]1[C:7]([F:8])=[C:6]([C:9]2[N:17]=[C:16]([C:18]#[N:19])[N:15]=[C:14]3[C:10]=2[N:11]([CH2:20][C@H:21]2[CH2:26][CH2:25][C@H:24]([CH3:27])[CH2:23][CH2:22]2)[CH:12]=[N:13]3)[CH:5]=[CH:4][N:3]=1.[NH2:28][OH:29], predict the reaction product. The product is: [Cl:1][C:2]1[C:7]([F:8])=[C:6]([C:9]2[N:17]=[C:16]([C:18](=[NH:19])[NH:28][OH:29])[N:15]=[C:14]3[C:10]=2[N:11]([CH2:20][C@H:21]2[CH2:26][CH2:25][C@H:24]([CH3:27])[CH2:23][CH2:22]2)[CH:12]=[N:13]3)[CH:5]=[CH:4][N:3]=1.